Dataset: Forward reaction prediction with 1.9M reactions from USPTO patents (1976-2016). Task: Predict the product of the given reaction. Given the reactants [C:1]([O:9][CH3:10])(=[O:8])/[CH:2]=[CH:3]/[C:4]([O:6][CH3:7])=[O:5], predict the reaction product. The product is: [CH:2]1([C:1]([O:9][CH3:10])=[O:8])[CH:3]([C:4]([O:6][CH3:7])=[O:5])[CH:2]([C:1]([O:9][CH3:10])=[O:8])[CH:3]1[C:4]([O:6][CH3:7])=[O:5].